Dataset: Peptide-MHC class I binding affinity with 185,985 pairs from IEDB/IMGT. Task: Regression. Given a peptide amino acid sequence and an MHC pseudo amino acid sequence, predict their binding affinity value. This is MHC class I binding data. (1) The peptide sequence is VTDLENRLKK. The MHC is HLA-A68:01 with pseudo-sequence HLA-A68:01. The binding affinity (normalized) is 0.0421. (2) The peptide sequence is LVQPGRSL. The MHC is HLA-B57:01 with pseudo-sequence HLA-B57:01. The binding affinity (normalized) is 0. (3) The peptide sequence is FTSAALRNL. The MHC is Mamu-A01 with pseudo-sequence Mamu-A01. The binding affinity (normalized) is 0.653. (4) The peptide sequence is RKAIRGEQL. The MHC is Mamu-B03 with pseudo-sequence Mamu-B03. The binding affinity (normalized) is 0.275. (5) The peptide sequence is FPVKPQVPL. The MHC is HLA-B51:01 with pseudo-sequence HLA-B51:01. The binding affinity (normalized) is 0.358.